From a dataset of Forward reaction prediction with 1.9M reactions from USPTO patents (1976-2016). Predict the product of the given reaction. Given the reactants [C:1]([O:9][CH:10]1[CH2:15][C:14]([CH3:17])([CH3:16])[NH:13][C:12]([CH3:19])([CH3:18])[CH2:11]1)(=[O:8])[C:2]1[CH:7]=[CH:6][CH:5]=[CH:4][CH:3]=1.[C:20](=[O:23])([O-])[O-].[Na+].[Na+].OO.Cl.S([O-])([O-])=O.[Na+].[Na+], predict the reaction product. The product is: [CH:20]1([O:23][N:13]2[C:14]([CH3:17])([CH3:16])[CH2:15][CH:10]([O:9][C:1](=[O:8])[C:2]3[CH:7]=[CH:6][CH:5]=[CH:4][CH:3]=3)[CH2:11][C:12]2([CH3:19])[CH3:18])[CH2:6][CH2:7][CH2:2][CH2:3][CH2:4]1.